From a dataset of Peptide-MHC class I binding affinity with 185,985 pairs from IEDB/IMGT. Regression. Given a peptide amino acid sequence and an MHC pseudo amino acid sequence, predict their binding affinity value. This is MHC class I binding data. (1) The peptide sequence is KARLMAEAL. The MHC is HLA-B27:05 with pseudo-sequence HLA-B27:05. The binding affinity (normalized) is 0.109. (2) The peptide sequence is ESLLHQASW. The MHC is HLA-A03:01 with pseudo-sequence HLA-A03:01. The binding affinity (normalized) is 0.0847. (3) The MHC is HLA-A02:03 with pseudo-sequence HLA-A02:03. The peptide sequence is DTPLIPLTIF. The binding affinity (normalized) is 0. (4) The peptide sequence is KQRGGKPP. The MHC is Mamu-B08 with pseudo-sequence Mamu-B08. The binding affinity (normalized) is 0. (5) The peptide sequence is FIRRKYLIY. The MHC is HLA-A11:01 with pseudo-sequence HLA-A11:01. The binding affinity (normalized) is 0.0572. (6) The peptide sequence is LQMENKAWLV. The MHC is HLA-A02:17 with pseudo-sequence HLA-A02:17. The binding affinity (normalized) is 0.542. (7) The peptide sequence is LTKFVSAALH. The MHC is HLA-A31:01 with pseudo-sequence HLA-A31:01. The binding affinity (normalized) is 0.375. (8) The peptide sequence is YLKKGRLSL. The MHC is HLA-B15:01 with pseudo-sequence HLA-B15:01. The binding affinity (normalized) is 0.633. (9) The peptide sequence is RISGVDRYY. The MHC is HLA-A02:02 with pseudo-sequence HLA-A02:02. The binding affinity (normalized) is 0.